Dataset: Full USPTO retrosynthesis dataset with 1.9M reactions from patents (1976-2016). Task: Predict the reactants needed to synthesize the given product. (1) Given the product [F:16][C:15]([F:18])([F:17])[CH:14]([NH:10][C:8]([C:5]1[S:4][N:3]=[C:2]([Cl:1])[C:6]=1[Cl:7])=[O:9])[OH:13].[F:16][C:15]([F:18])([F:17])[CH:14]([NH:10][C:8]([C:5]1[S:4][N:3]=[C:2]([Cl:1])[C:6]=1[Cl:7])=[O:9])[O:13][CH2:12][CH3:11], predict the reactants needed to synthesize it. The reactants are: [Cl:1][C:2]1[C:6]([Cl:7])=[C:5]([C:8]([NH2:10])=[O:9])[S:4][N:3]=1.[CH3:11][CH2:12][O:13][CH:14](O)[C:15]([F:18])([F:17])[F:16].O. (2) The reactants are: Cl[C:2]1[CH:7]=[C:6]([C:8]2[CH:13]=[C:12]([C:14]3[CH:19]=[CH:18][C:17]([C:20]([F:23])([F:22])[F:21])=[CH:16][CH:15]=3)[CH:11]=[C:10]([CH3:24])[N:9]=2)[CH:5]=[CH:4][N:3]=1.[NH2:25][C:26]1[N:31]=[CH:30][C:29](B2OC(C)(C)C(C)(C)O2)=[CH:28][N:27]=1. Given the product [CH3:24][C:10]1[N:9]=[C:8]([C:6]2[CH:5]=[CH:4][N:3]=[C:2]([C:29]3[CH:28]=[N:27][C:26]([NH2:25])=[N:31][CH:30]=3)[CH:7]=2)[CH:13]=[C:12]([C:14]2[CH:19]=[CH:18][C:17]([C:20]([F:23])([F:22])[F:21])=[CH:16][CH:15]=2)[CH:11]=1, predict the reactants needed to synthesize it. (3) Given the product [C:7]1([C@@H:5]([OH:6])[CH2:4][C:2]#[N:3])[CH:12]=[CH:11][CH:10]=[CH:9][CH:8]=1, predict the reactants needed to synthesize it. The reactants are: O.[C:2]([CH2:4][C:5]([C:7]1[CH:12]=[CH:11][CH:10]=[CH:9][CH:8]=1)=[O:6])#[N:3].[H][H]. (4) The reactants are: Cl.[NH2:2][C:3]1([CH2:6][C:7]([OH:9])=[O:8])[CH2:5][CH2:4]1.[CH3:10][C:11]([O:14][C:15](O[C:15]([O:14][C:11]([CH3:13])([CH3:12])[CH3:10])=[O:16])=[O:16])([CH3:13])[CH3:12]. Given the product [C:11]([O:14][C:15]([NH:2][C:3]1([CH2:6][C:7]([OH:9])=[O:8])[CH2:5][CH2:4]1)=[O:16])([CH3:13])([CH3:12])[CH3:10], predict the reactants needed to synthesize it. (5) Given the product [O:27]1[CH2:28][CH2:29][N:24]([CH2:23][CH2:22][O:1][C:2]2[CH:15]=[CH:14][C:13]3[C:12](=[O:16])[C:11]4[C:6](=[CH:7][CH:8]=[C:9]([O:17][CH2:22][CH2:23][N:24]5[CH2:25][CH2:26][O:31][CH2:30][CH2:29]5)[CH:10]=4)[C:5](=[O:18])[C:4]=3[CH:3]=2)[CH2:25][CH2:26]1, predict the reactants needed to synthesize it. The reactants are: [OH:1][C:2]1[CH:15]=[CH:14][C:13]2[C:12](=[O:16])[C:11]3[C:6](=[CH:7][CH:8]=[C:9]([OH:17])[CH:10]=3)[C:5](=[O:18])[C:4]=2[CH:3]=1.[H-].[Na+].Cl[CH2:22][CH2:23][N:24]1[CH2:29][CH2:28][O:27][CH2:26][CH2:25]1.[CH3:30][OH:31]. (6) Given the product [Br:21][CH2:19][C:3]1[CH:4]=[C:5]([CH3:18])[CH:6]=[C:7]([C:8]23[CH2:17][CH:12]4[CH2:13][CH:14]([CH2:16][CH:10]([CH2:11]4)[CH2:9]2)[CH2:15]3)[C:2]=1[OH:1], predict the reactants needed to synthesize it. The reactants are: [OH:1][C:2]1[C:7]([C:8]23[CH2:17][CH:12]4[CH2:13][CH:14]([CH2:16][CH:10]([CH2:11]4)[CH2:9]2)[CH2:15]3)=[CH:6][C:5]([CH3:18])=[CH:4][C:3]=1[CH2:19]O.[BrH:21].S(=O)(=O)(O)O. (7) Given the product [ClH:30].[NH2:19][CH2:18][CH2:17][NH:16][C:15]1[N:7]2[C:8]3[C:3]([CH2:4][CH2:5][CH2:6]2)=[C:2]([Br:1])[C:11]([Br:12])=[C:10]([C:28]#[N:29])[C:9]=3[N:14]=1, predict the reactants needed to synthesize it. The reactants are: [Br:1][C:2]1[C:11]([Br:12])=[C:10](I)[C:9]2[N:14]=[C:15]([NH:16][CH2:17][CH2:18][NH:19]C(=O)OC(C)(C)C)[N:7]3[C:8]=2[C:3]=1[CH2:4][CH2:5][CH2:6]3.[Cu][C:28]#[N:29].[ClH:30]. (8) Given the product [OH:6][C:7]1[C:20]2[NH:19][C:18](=[O:21])[C:17]3[CH2:16][CH2:15][CH2:14][CH2:13][C:12]=3[C:11]=2[CH:10]=[CH:9][CH:8]=1, predict the reactants needed to synthesize it. The reactants are: B(Br)(Br)Br.C[O:6][C:7]1[C:20]2[NH:19][C:18](=[O:21])[C:17]3[CH2:16][CH2:15][CH2:14][CH2:13][C:12]=3[C:11]=2[CH:10]=[CH:9][CH:8]=1.O.CCOC(C)=O.